Task: Predict the reactants needed to synthesize the given product.. Dataset: Full USPTO retrosynthesis dataset with 1.9M reactions from patents (1976-2016) The reactants are: [O:1]1[CH2:6][CH2:5][N:4]([C:7]2[CH:12]=[C:11]3[NH:13][CH2:14][C:15]4([CH2:20][CH2:19][O:18][CH2:17][CH2:16]4)[C:10]3=[CH:9][CH:8]=2)[CH2:3][CH2:2]1.Cl[C:22]1[C:31]2[C:26](=[CH:27][C:28]([F:32])=[CH:29][CH:30]=2)[N:25]=[C:24]([C:33]2[C:34]([CH3:39])=[N:35][CH:36]=[CH:37][CH:38]=2)[C:23]=1[CH3:40].CC(C1C=C(C(C)C)C(C2C=CC=CC=2P(C2CCCCC2)C2CCCCC2)=C(C(C)C)C=1)C.CC(C)([O-])C.[Na+]. Given the product [F:32][C:28]1[CH:27]=[C:26]2[C:31]([C:22]([N:13]3[C:11]4[C:10](=[CH:9][CH:8]=[C:7]([N:4]5[CH2:3][CH2:2][O:1][CH2:6][CH2:5]5)[CH:12]=4)[C:15]4([CH2:20][CH2:19][O:18][CH2:17][CH2:16]4)[CH2:14]3)=[C:23]([CH3:40])[C:24]([C:33]3[C:34]([CH3:39])=[N:35][CH:36]=[CH:37][CH:38]=3)=[N:25]2)=[CH:30][CH:29]=1, predict the reactants needed to synthesize it.